From a dataset of Experimentally validated miRNA-target interactions with 360,000+ pairs, plus equal number of negative samples. Binary Classification. Given a miRNA mature sequence and a target amino acid sequence, predict their likelihood of interaction. (1) The miRNA is hsa-miR-181b-3p with sequence CUCACUGAACAAUGAAUGCAA. The protein sequence of the target gene is MNLAANRAPGRRRLPLPSPSLCQLLRVWGLLSLLPGSARVQAAEQRQVFQVMEEQPPGTLVGTIPTRPGFTYRLSESHALFAINSSTGALYTTATIDRESLPSDVVNLVVLSSSPTYPTEVRVLVRDLNDNAPVFPDPSIVVTFKEDSGSGRQVILDTATDSDIGSNGVDHHSYRIVSGNEAGRFRLDITLNPSGEGAFLHLVSKGGLDREVTPQYQLLVEVEDKGEPKRRGYLQVNVTVQDINDNPPVFGSSHYQAGVPEDAVVGSSVLQVAAADADEGTNADIRYRLQDEGTPFQMDP.... Result: 0 (no interaction). (2) The miRNA is mmu-miR-3104-5p with sequence UAGGGGGCAGGAGCCGGAGCCCUCU. The protein sequence of the target gene is MAAPCFLTLRVATLAALALLSLGSSAAGHIEDQAEQFFRSGHTNNWAVLVCTSRFWFNYRHVANTLSVYRSVKRLGIPDSHIVLMLADDMACNARNPKPATVFSHKNMELNVYGDDVEVDYRSYEVTVENFLRVLTGRVPPSTPRSKRLLSDDRSNILIYMTGHGGNGFLKFQDSEEITNIELADAFEQMWQKRRYNELLFIIDTCQGASMYERFYSPNIMALASSQVGEDSLSHQPDPAIGVHLMDRYTFYVLEFLEEINPASQTNMNDLFQVCPKSLCVSTPGHRTDLFQRDPKNVLI.... Result: 0 (no interaction). (3) The miRNA is hsa-miR-708-3p with sequence CAACUAGACUGUGAGCUUCUAG. The protein sequence of the target gene is MIMFLSSLVTTFWEALHLKTLVLAVVTFLFLINILRSRHPKNYPPGPWRLPFVGNFFQIDTKQTHLVLQQFVKKYGNVFSLELGQSPVVVVSGLPLIKEMFTHLDQNFVNRFMTPVRERITGKNGLVVSNGQTWKEQRRLALMALRNFGLGKKSLEERIQEETHHLVEAIREEGGQPFNPHLKLINAVSNIICSVTFGERFDYEDCQFQELLQLLDETMHLMGSSAGQLYNGFPCIMKYLPGPHQKIFRNWGKLKLFVSHIVKKHEKDWNPDEPRDFIDAFLIEMQKDPDRTTSFNEENL.... Result: 0 (no interaction). (4) Result: 0 (no interaction). The miRNA is cgr-miR-29b-3p with sequence UAGCACCAUUUGAAAUCAGUGUU. The protein sequence of the target gene is MKFKPNQTRTYDREGFKKRAACLCFRSEQEDEVLLVSSSRYPDQWIVPGGGMEPEEEPGGAAVREVYEEAGVKGKLGRLLGIFENQDRKHRTYVYVLTVTEILEDWEDSVNIGRKREWFKVEDAIKVLQCHKPVHAEYLEKLKLGCSPTNGNSSVPSLPDNNALFVTAAPPSGVPSSIR. (5) The miRNA is hsa-miR-548d-5p with sequence AAAAGUAAUUGUGGUUUUUGCC. The protein sequence of the target gene is MAAQYGSMSFNPSTPGASYGPGRQEPRNSQLRIVLVGKTGAGKSATGNSILGRKVFHSGTAAKSITKKCEKRSSSWKETELVVVDTPGIFDTEVPNAETSKEIIRCILLTSPGPHALLLVVPLGRYTEEEHKATEKILKMFGERARSFMILIFTRKDDLGDTNLHDYLREAPEDIQDLMDIFGDRYCALNNKATGAEQEAQRAQLLGLIQRVVRENKEGCYTNRMYQRAEEEIQKQTQAMQELHRVELEREKARIREEYEEKIRKLEDKVEQEKRKKQMEKKLAEQEAHYAVRQQRARTE.... Result: 1 (interaction). (6) The miRNA is hsa-miR-4728-5p with sequence UGGGAGGGGAGAGGCAGCAAGCA. The protein sequence of the target gene is MKTETVPPFQETPAGSSCHLNNLLSSRKLMAVGVLLGWLLVIHLLVNVWLLCLLSALLVVLGGWLGSSLAGVASGRLHLERFIPLATCPPCPEAERQLEREINRTIQMIIRDFVLSWYRSVSQEPAFEEEMEAAMKGLVQELRRRMSVMDSHAVAQSVLTLCGCHLQSYIQAKEATAGKNGPVEPSHLWEAYCRATAPHPAVHSPSAEVTYTRGVVNLLLQGLVPKPHLETRTGRHVVVELITCNVILPLISRLSDPDWIHLVLVGIFSKARDPAPCPASAPEQPSVPTSLPLIAEVEQL.... Result: 1 (interaction). (7) The miRNA is hsa-miR-6072 with sequence UCCUCAUCACACUGCACCUUAG. The protein sequence of the target gene is MAFSQYISLAPELLLATAIFCLVFWMVRASRTQVPKGLKNPPGPWGLPFIGHMLTVGKNPHLSLTRLSQQYGDVLQIRIGSTPVVVLSGLNTIKQALVRQGDDFKGRPDLYSFTLITNGKSMTFNPDSGPVWAARRRLAQDALKSFSIASDPTSASSCYLEEHVSKEANHLVSKLQKAMAEVGHFEPVSQVVESVANVIGAMCFGKNFPRKSEEMLNIVNNSKDFVENVTSGNAVDFFPVLRYLPNPALKRFKTFNDNFVLFLQKTVQEHYQDFNKNSIQDITSALFKHSENYKDNGGLI.... Result: 0 (no interaction). (8) The miRNA is rno-miR-130a-3p with sequence CAGUGCAAUGUUAAAAGGGCAU. The protein sequence of the target gene is MEPAVSLAVCALLFLLWVRVKGLEFVLIHQRWVFVCLFLLPLSLIFDIYYYVRAWVVFKLSSAPRLHEQRVRDIQKQVREWKEQGSKTFMCTGRPGWLTVSLRVGKYKKTHKNIMINLMDILEVDTKKQIVRVEPLVSMGQVTALLNSIGWTLPVLPELDDLTVGGLIMGTGIESSSHKYGLFQHICTAYELILADGSFVRCTPSENSDLFYAVPWSCGTLGFLVAAEIRIIPAKKYVKLRFEPVRGLEAICEKFTRESQRLENHFVEGLLYSLDEAVIMTGVMTDDVEPSKLNSIGSYY.... Result: 0 (no interaction). (9) The miRNA is hsa-miR-362-3p with sequence AACACACCUAUUCAAGGAUUCA. The protein sequence of the target gene is MTDSEHAGHDREDGELEDGEIDDAGFEEIQEKEAKENEKQKSEKAYRKSRKKHKKEREKKKSKRRKREKHKHNSPSSDDSSDYSLDSDVEHTESSHKKRTGFYRDYDIPFTQRGHISGSYITSKKGQHNKKFKSKEYDEYSTYSDDNFGNYSDDNFGNYGQETEEDFANQLKQYRQAKETSNIALGSSFSKESGKKQRMKGVQQGIEQRVKSFNVGRGRGLPKKIKRKERGGRTNKGPNVFSVSDDFQEYNKPGKKWKVMTQEFINQHTVEHKGKQICKYFLEGRCIKGDQCKFDHDAEL.... Result: 1 (interaction). (10) The miRNA is cel-miR-80-3p with sequence UGAGAUCAUUAGUUGAAAGCCGA. The protein sequence of the target gene is MSKVFKKTSSNGKLSIYLGKRDFVDHVDTVEPIDGVVLVDPEYLKCRKLFVMLTCAFRYGRDDLEVIGLTFRKDLYVQTLQVVPAESSSPQGPLTVLQERLLHKLGDNAYPFTLQMVTNLPCSVTLQPGPEDAGKPCGIDFEVKSFCAENPEETVSKRDYVRLVVRKVQFAPPEAGPGPSAQTIRRFLLSAQPLQLQAWMDREVHYHGEPISVNVSINNCTNKVIKKIKISVDQITDVVLYSLDKYTKTVFIQEFTETVAANSSFSQSFAVTPILAASCQKRGLALDGKLKHEDTNLASS.... Result: 0 (no interaction).